The task is: Predict the reaction yield, written as a fraction of the theoretical maximum amount of product (1.0 means a 100% yield; for example, 0.34 means a 34% yield).. This data is from Reaction yield outcomes from USPTO patents with 853,638 reactions. The catalyst is CS(C)=O.[Cu]I. The yield is 0.960. The reactants are [CH2:1]([O:3][C:4]([C:6]1[CH:7]=[C:8]2[C:13](=[CH:14][CH:15]=1)[NH:12][CH:11]([C:16]1[CH:21]=[CH:20][CH:19]=[C:18](Br)[CH:17]=1)[C:10]([CH3:24])([CH3:23])[CH2:9]2)=[O:5])[CH3:2].[NH:25]1[CH2:30][CH2:29][O:28][CH2:27][CH2:26]1.Cl.CN(C)CC(O)=O.C(=O)([O-])[O-].[K+].[K+]. The product is [CH2:1]([O:3][C:4]([C:6]1[CH:7]=[C:8]2[C:13](=[CH:14][CH:15]=1)[NH:12][CH:11]([C:16]1[CH:21]=[CH:20][CH:19]=[C:18]([N:25]3[CH2:30][CH2:29][O:28][CH2:27][CH2:26]3)[CH:17]=1)[C:10]([CH3:24])([CH3:23])[CH2:9]2)=[O:5])[CH3:2].